Predict the reactants needed to synthesize the given product. From a dataset of Full USPTO retrosynthesis dataset with 1.9M reactions from patents (1976-2016). (1) Given the product [OH:46][C:42]1[CH:41]=[C:40]([C@:36]2([CH3:39])[CH2:37][CH2:38][N:33]([CH2:32][C@@H:28]([NH:27][C:25]([C@H:20]3[CH2:19][C:18]4[C:23](=[CH:24][CH:15]=[CH:16][CH:17]=4)[CH2:22][NH:21]3)=[O:26])[CH:29]([CH3:31])[CH3:30])[CH2:34][C@@H:35]2[CH3:47])[CH:45]=[CH:44][CH:43]=1, predict the reactants needed to synthesize it. The reactants are: C1C2C(=CC=CC=2)CC(C(O)=O)N1.O[C:15]1[CH:24]=[C:23]2[C:18]([CH2:19][C@@H:20]([C:25]([NH:27][C@H:28]([CH2:32][N:33]3[CH2:38][CH2:37][C@:36]([C:40]4[CH:45]=[CH:44][CH:43]=[C:42]([OH:46])[CH:41]=4)([CH3:39])[C@@H:35]([CH3:47])[CH2:34]3)[CH:29]([CH3:31])[CH3:30])=[O:26])[NH:21][CH2:22]2)=[CH:17][CH:16]=1.C(O)(C(F)(F)F)=O. (2) The reactants are: [CH3:1][O:2][C:3](=[O:14])[CH2:4][CH2:5][CH2:6][C:7]1[CH:12]=[CH:11][C:10]([OH:13])=[CH:9][CH:8]=1.[Br:15][CH2:16][CH2:17]Br.C(=O)([O-])[O-].[K+].[K+].O. Given the product [CH3:1][O:2][C:3](=[O:14])[CH2:4][CH2:5][CH2:6][C:7]1[CH:8]=[CH:9][C:10]([O:13][CH2:17][CH2:16][Br:15])=[CH:11][CH:12]=1, predict the reactants needed to synthesize it. (3) Given the product [F:17][C:14]1[CH:15]=[CH:16][C:11]2[N:12]([C:8]([C:4]3[N:3]=[C:2]([NH:25][CH2:24][C:19]4[CH:20]=[CH:21][CH:22]=[CH:23][N:18]=4)[CH:7]=[CH:6][N:5]=3)=[CH:9][N:10]=2)[CH:13]=1, predict the reactants needed to synthesize it. The reactants are: Cl[C:2]1[CH:7]=[CH:6][N:5]=[C:4]([C:8]2[N:12]3[CH:13]=[C:14]([F:17])[CH:15]=[CH:16][C:11]3=[N:10][CH:9]=2)[N:3]=1.[N:18]1[CH:23]=[CH:22][CH:21]=[CH:20][C:19]=1[CH2:24][NH2:25].C1(P(C2CCCCC2)C2C=CC=CC=2C2C(N(C)C)=CC=CC=2)CCCCC1.CC(C)([O-])C.[Na+].